Dataset: Full USPTO retrosynthesis dataset with 1.9M reactions from patents (1976-2016). Task: Predict the reactants needed to synthesize the given product. The reactants are: C([O:8][C@@H:9]1[C@@H:16]([O:17]CC2C=CC=CC=2)[C@H:15]([O:25]CC2C=CC=CC=2)[C:12]2([CH2:14][CH2:13]2)[O:11][C@H:10]1[O:33][C:34]1[CH:39]=[CH:38][CH:37]=[CH:36][C:35]=1[CH2:40][C:41]1[CH:46]=[CH:45][C:44]([O:47][CH3:48])=[CH:43][CH:42]=1)C1C=CC=CC=1. Given the product [CH3:48][O:47][C:44]1[CH:43]=[CH:42][C:41]([CH2:40][C:35]2[CH:36]=[CH:37][CH:38]=[CH:39][C:34]=2[O:33][CH:10]2[CH:9]([OH:8])[CH:16]([OH:17])[CH:15]([OH:25])[C:12]3([CH2:14][CH2:13]3)[O:11]2)=[CH:46][CH:45]=1, predict the reactants needed to synthesize it.